From a dataset of NCI-60 drug combinations with 297,098 pairs across 59 cell lines. Regression. Given two drug SMILES strings and cell line genomic features, predict the synergy score measuring deviation from expected non-interaction effect. (1) Drug 1: CC1=CC2C(CCC3(C2CCC3(C(=O)C)OC(=O)C)C)C4(C1=CC(=O)CC4)C. Drug 2: C1=CC(=CC=C1C#N)C(C2=CC=C(C=C2)C#N)N3C=NC=N3. Cell line: K-562. Synergy scores: CSS=-3.59, Synergy_ZIP=-0.334, Synergy_Bliss=-4.11, Synergy_Loewe=-4.81, Synergy_HSA=-5.03. (2) Drug 1: CN(C)N=NC1=C(NC=N1)C(=O)N. Drug 2: CC1CCC2CC(C(=CC=CC=CC(CC(C(=O)C(C(C(=CC(C(=O)CC(OC(=O)C3CCCCN3C(=O)C(=O)C1(O2)O)C(C)CC4CCC(C(C4)OC)O)C)C)O)OC)C)C)C)OC. Cell line: BT-549. Synergy scores: CSS=8.44, Synergy_ZIP=-0.356, Synergy_Bliss=-12.0, Synergy_Loewe=-25.5, Synergy_HSA=-12.8. (3) Drug 1: C1C(C(OC1N2C=NC3=C(N=C(N=C32)Cl)N)CO)O. Drug 2: C(CCl)NC(=O)N(CCCl)N=O. Cell line: UACC62. Synergy scores: CSS=60.3, Synergy_ZIP=-7.06, Synergy_Bliss=-7.71, Synergy_Loewe=-33.6, Synergy_HSA=-4.77. (4) Drug 1: C1C(C(OC1N2C=NC3=C(N=C(N=C32)Cl)N)CO)O. Drug 2: CC1C(C(CC(O1)OC2CC(CC3=C2C(=C4C(=C3O)C(=O)C5=C(C4=O)C(=CC=C5)OC)O)(C(=O)CO)O)N)O.Cl. Cell line: NCIH23. Synergy scores: CSS=49.5, Synergy_ZIP=-5.77, Synergy_Bliss=-3.69, Synergy_Loewe=-8.00, Synergy_HSA=-2.40. (5) Drug 1: CC1CCC2CC(C(=CC=CC=CC(CC(C(=O)C(C(C(=CC(C(=O)CC(OC(=O)C3CCCCN3C(=O)C(=O)C1(O2)O)C(C)CC4CCC(C(C4)OC)OCCO)C)C)O)OC)C)C)C)OC. Drug 2: CN(CC1=CN=C2C(=N1)C(=NC(=N2)N)N)C3=CC=C(C=C3)C(=O)NC(CCC(=O)O)C(=O)O. Cell line: SF-295. Synergy scores: CSS=21.6, Synergy_ZIP=-3.52, Synergy_Bliss=-2.53, Synergy_Loewe=-14.2, Synergy_HSA=-3.99. (6) Synergy scores: CSS=36.6, Synergy_ZIP=-8.55, Synergy_Bliss=-5.37, Synergy_Loewe=-9.95, Synergy_HSA=-5.01. Drug 1: CC1=C(C=C(C=C1)NC2=NC=CC(=N2)N(C)C3=CC4=NN(C(=C4C=C3)C)C)S(=O)(=O)N.Cl. Cell line: IGROV1. Drug 2: C1CC(C1)(C(=O)O)C(=O)O.[NH2-].[NH2-].[Pt+2].